Task: Regression. Given a peptide amino acid sequence and an MHC pseudo amino acid sequence, predict their binding affinity value. This is MHC class II binding data.. Dataset: Peptide-MHC class II binding affinity with 134,281 pairs from IEDB (1) The peptide sequence is YDEPMTPGQCNMVVE. The MHC is HLA-DPA10103-DPB10301 with pseudo-sequence HLA-DPA10103-DPB10301. The binding affinity (normalized) is 0. (2) The peptide sequence is WLACGVDNFCVKVLAK. The MHC is DRB1_1301 with pseudo-sequence DRB1_1301. The binding affinity (normalized) is 0.474. (3) The peptide sequence is KQMYKTPTLKYFGGF. The MHC is DRB1_0101 with pseudo-sequence DRB1_0101. The binding affinity (normalized) is 0.630. (4) The peptide sequence is AFKIAATAANAAPTN. The MHC is HLA-DPA10201-DPB11401 with pseudo-sequence HLA-DPA10201-DPB11401. The binding affinity (normalized) is 1.00. (5) The peptide sequence is LNVTSEDLGKTFSVG. The MHC is DRB1_1301 with pseudo-sequence DRB1_1301. The binding affinity (normalized) is 0.329. (6) The peptide sequence is SCRDQSEAQLALTII. The MHC is DRB1_0901 with pseudo-sequence DRB1_0901. The binding affinity (normalized) is 0.625. (7) The peptide sequence is YDKFLANVSTVLMGK. The MHC is DRB1_0701 with pseudo-sequence DRB1_0701. The binding affinity (normalized) is 0.831.